From a dataset of Forward reaction prediction with 1.9M reactions from USPTO patents (1976-2016). Predict the product of the given reaction. (1) Given the reactants [Br:1][C:2]1[CH:7]=[CH:6][C:5]([N:8]([C:16]2[CH:21]=[CH:20][C:19](Br)=[CH:18][CH:17]=2)[C:9]2[CH:14]=[CH:13][C:12]([Br:15])=[CH:11][CH:10]=2)=[CH:4][CH:3]=1.[Li][CH2:24][CH2:25][CH2:26][CH3:27].C1C[O:31]CC1, predict the reaction product. The product is: [Br:15][C:12]1[CH:11]=[CH:10][C:9]([N:8]([C:5]2[CH:6]=[CH:7][C:2]([Br:1])=[CH:3][CH:4]=2)[C:16]2[CH:17]=[CH:18][C:19]([C:25]([OH:31])([CH2:26][CH3:27])[CH3:24])=[CH:20][CH:21]=2)=[CH:14][CH:13]=1. (2) Given the reactants [N:1]12[CH2:8][CH2:7][CH:4]([CH2:5][CH2:6]1)[C@@H:3]([O:9][C:10](=[O:25])[C:11]([OH:24])([C:18]1[CH:23]=[CH:22][CH:21]=[CH:20][CH:19]=1)[C:12]1[CH:17]=[CH:16][CH:15]=[CH:14][CH:13]=1)[CH2:2]2.[C:26]([O:30][C:31](=[O:34])[CH2:32][Br:33])([CH3:29])([CH3:28])[CH3:27], predict the reaction product. The product is: [Br-:33].[C:26]([O:30][C:31]([CH2:32][N+:1]12[CH2:6][CH2:5][CH:4]([CH2:7][CH2:8]1)[C@@H:3]([O:9][C:10](=[O:25])[C:11]([OH:24])([C:12]1[CH:17]=[CH:16][CH:15]=[CH:14][CH:13]=1)[C:18]1[CH:23]=[CH:22][CH:21]=[CH:20][CH:19]=1)[CH2:2]2)=[O:34])([CH3:29])([CH3:28])[CH3:27]. (3) Given the reactants [Br:1][C:2]1[S:6][N:5]=[C:4]([C:7]([F:10])([F:9])[F:8])[C:3]=1[C:11]#N.[OH:13]S(O)(=O)=O.N([O-])=O.[Na+].[OH2:22], predict the reaction product. The product is: [Br:1][C:2]1[S:6][N:5]=[C:4]([C:7]([F:10])([F:9])[F:8])[C:3]=1[C:11]([OH:13])=[O:22]. (4) Given the reactants Br[C:2]1[CH:11]=[CH:10][C:5]([C:6]([O:8][CH3:9])=[O:7])=[CH:4][C:3]=1[CH3:12].B1(B2OC(C)(C)C(C)(C)O2)OC(C)(C)C(C)(C)O1.C([O-])(=O)C.[K+].Br[C:37]1[O:41][C:40]([CH2:42][N:43]2[CH2:48][CH2:47][O:46][CH2:45][CH2:44]2)=[CH:39][CH:38]=1.C(=O)([O-])[O-].[Cs+].[Cs+], predict the reaction product. The product is: [CH3:9][O:8][C:6](=[O:7])[C:5]1[CH:10]=[CH:11][C:2]([C:37]2[O:41][C:40]([CH2:42][N:43]3[CH2:44][CH2:45][O:46][CH2:47][CH2:48]3)=[CH:39][CH:38]=2)=[C:3]([CH3:12])[CH:4]=1. (5) Given the reactants [N+:1]([C:4]1[CH:12]=[CH:11][CH:10]=[C:9]2[C:5]=1[CH2:6][CH2:7][C:8]2=O)([O-:3])=[O:2].[CH2:14]([NH2:17])[C:15]#[CH:16].C(O[BH-](OC(=O)C)OC(=O)C)(=O)C.[Na+].[Cl:32]CCCl, predict the reaction product. The product is: [ClH:32].[N+:1]([C:4]1[CH:12]=[CH:11][CH:10]=[C:9]2[C:5]=1[CH2:6][CH2:7][CH:8]2[NH:17][CH2:14][C:15]#[CH:16])([O-:3])=[O:2].